This data is from Forward reaction prediction with 1.9M reactions from USPTO patents (1976-2016). The task is: Predict the product of the given reaction. Given the reactants [CH3:1][O:2][C:3]1[CH:4]=[C:5]2[C:10](=[CH:11][C:12]=1[O:13][CH3:14])[N:9]=[CH:8][N:7]=[C:6]2[O:15][C:16]1[CH:22]=[CH:21][C:19]([NH2:20])=[C:18]([O:23][CH3:24])[CH:17]=1.Cl[C:26](Cl)([O:28][C:29](=[O:35])OC(Cl)(Cl)Cl)Cl.[CH:37]1(O)[CH2:42][CH2:41]C[CH2:39][CH2:38]1.C(=O)(O)[O-].[Na+], predict the reaction product. The product is: [CH3:1][O:2][C:3]1[CH:4]=[C:5]2[C:10](=[CH:11][C:12]=1[O:13][CH3:14])[N:9]=[CH:8][N:7]=[C:6]2[O:15][C:16]1[CH:22]=[CH:21][C:19]([NH:20][C:29](=[O:35])[O:28][CH:26]2[CH2:41][CH2:42][CH2:37][CH2:38][CH2:39]2)=[C:18]([O:23][CH3:24])[CH:17]=1.